This data is from Full USPTO retrosynthesis dataset with 1.9M reactions from patents (1976-2016). The task is: Predict the reactants needed to synthesize the given product. (1) Given the product [NH2:7][C:8]1[CH:13]=[C:12]([CH:11]=[C:10]([N:16]2[CH2:21][CH2:20][C@@H:19]([N:22]3[CH2:23][CH2:24][O:25][CH2:26][CH2:27]3)[C@H:18]([O:28][Si:29]([C:32]([CH3:35])([CH3:34])[CH3:33])([CH3:30])[CH3:31])[CH2:17]2)[C:9]=1[Cl:36])[C:14]#[N:15], predict the reactants needed to synthesize it. The reactants are: C(OC(=O)[NH:7][C:8]1[CH:13]=[C:12]([C:14]#[N:15])[CH:11]=[C:10]([N:16]2[CH2:21][CH2:20][C@@H:19]([N:22]3[CH2:27][CH2:26][O:25][CH2:24][CH2:23]3)[C@H:18]([O:28][Si:29]([C:32]([CH3:35])([CH3:34])[CH3:33])([CH3:31])[CH3:30])[CH2:17]2)[C:9]=1[Cl:36])(C)(C)C.C(O)(C(F)(F)F)=O. (2) The reactants are: [Li+].C[Si]([N-][Si](C)(C)C)(C)C.[Cl:11][C:12]1[N:17]=[C:16]([Cl:18])[C:15]([CH2:19][C:20]([O:22][CH2:23][CH3:24])=[O:21])=[C:14]([Cl:25])[N:13]=1.I[CH3:27].[NH4+].[Cl-]. Given the product [Cl:11][C:12]1[N:13]=[C:14]([Cl:25])[C:15]([CH:19]([CH3:27])[C:20]([O:22][CH2:23][CH3:24])=[O:21])=[C:16]([Cl:18])[N:17]=1, predict the reactants needed to synthesize it. (3) Given the product [CH3:37][C:23]1[N:22]=[C:21]([C:17]2[CH:16]=[C:15]([C:11]3[CH:12]=[CH:13][CH:14]=[C:9]([S:6]([NH2:5])(=[O:7])=[O:8])[CH:10]=3)[CH:20]=[CH:19][CH:18]=2)[CH:26]=[C:25]([C:27]2[CH:28]=[N:29][C:30]([C:33]([F:36])([F:34])[F:35])=[CH:31][CH:32]=2)[CH:24]=1, predict the reactants needed to synthesize it. The reactants are: C([NH:5][S:6]([C:9]1[CH:10]=[C:11]([C:15]2[CH:20]=[CH:19][CH:18]=[C:17]([C:21]3[CH:26]=[C:25]([C:27]4[CH:28]=[N:29][C:30]([C:33]([F:36])([F:35])[F:34])=[CH:31][CH:32]=4)[CH:24]=[C:23]([CH3:37])[N:22]=3)[CH:16]=2)[CH:12]=[CH:13][CH:14]=1)(=[O:8])=[O:7])(C)(C)C.C(O)(C(F)(F)F)=O. (4) Given the product [NH2:25][C:14]1[N:13]=[C:12]([N:8]2[CH2:7][CH2:6][C:5]3[C:10](=[CH:11][C:2]([C:10]4[CH:5]=[CH:6][C:7]([NH:29][C:26](=[O:28])[CH3:27])=[N:8][CH:9]=4)=[CH:3][CH:4]=3)[CH2:9]2)[CH:17]=[C:16]([N:18]2[CH2:23][CH2:22][N:21]([CH3:24])[CH2:20][CH2:19]2)[N:15]=1, predict the reactants needed to synthesize it. The reactants are: Br[C:2]1[CH:11]=[C:10]2[C:5]([CH2:6][CH2:7][N:8]([C:12]3[CH:17]=[C:16]([N:18]4[CH2:23][CH2:22][N:21]([CH3:24])[CH2:20][CH2:19]4)[N:15]=[C:14]([NH2:25])[N:13]=3)[CH2:9]2)=[CH:4][CH:3]=1.[C:26]([NH2:29])(=[O:28])[CH3:27].P([O-])([O-])([O-])=O.[K+].[K+].[K+]. (5) Given the product [CH3:1][N:28]([S:19]([C:14]1[CH:13]=[CH:12][C:11]2[C:16](=[CH:17][CH:18]=[C:9]([Cl:8])[CH:10]=2)[CH:15]=1)(=[O:21])=[O:20])[CH2:27][C:26]([OH:25])=[O:29], predict the reactants needed to synthesize it. The reactants are: [CH2:1](N(CC)CC)C.[Cl:8][C:9]1[CH:10]=[C:11]2[C:16](=[CH:17][CH:18]=1)[CH:15]=[C:14]([S:19](Cl)(=[O:21])=[O:20])[CH:13]=[CH:12]2.Cl.C[O:25][C:26](=[O:29])[CH2:27][NH2:28].